From a dataset of Reaction yield outcomes from USPTO patents with 853,638 reactions. Predict the reaction yield, written as a fraction of the theoretical maximum amount of product (1.0 means a 100% yield; for example, 0.34 means a 34% yield). (1) The reactants are ClC1C([N+]([O-])=O)=C(Cl)C(Cl)=C(Cl)C=1Cl.ClC1C([N+]([O-])=O)=C(F)C(F)=C(F)C=1Cl.ClC1C([N+]([O-])=O)=C(F)C(F)=C(Cl)C=1Cl.Cl[C:44]1[C:49]([N+:50]([O-:52])=[O:51])=[C:48]([F:53])[C:47]([Cl:54])=[C:46]([Cl:55])[C:45]=1Cl. The catalyst is C(#N)C. The product is [Cl:55][C:46]1[CH:45]=[CH:44][C:49]([N+:50]([O-:52])=[O:51])=[C:48]([F:53])[C:47]=1[Cl:54]. The yield is 0.280. (2) The reactants are [Cl-].[Li+].[Si:3]([O:10][C@@H:11]([CH3:21])[C:12](=[O:20])[CH2:13]P(=O)(OC)OC)([C:6]([CH3:9])([CH3:8])[CH3:7])([CH3:5])[CH3:4].C(N(CC)C(C)C)(C)C.[CH:31](=O)[CH2:32][CH2:33][CH3:34]. The catalyst is C(#N)C. The product is [Si:3]([O:10][C@H:11]([C:12](=[O:20])/[CH:13]=[CH:31]/[CH2:32][CH2:33][CH3:34])[CH3:21])([C:6]([CH3:9])([CH3:8])[CH3:7])([CH3:5])[CH3:4]. The yield is 0.530. (3) The reactants are [NH2:1][C:2]1[C:9]([O:10]C)=[CH:8][C:7]([S:12][CH:13]([CH3:15])[CH3:14])=[CH:6][C:3]=1[C:4]#[N:5].B(Br)(Br)Br.C(=O)([O-])O.[Na+]. No catalyst specified. The product is [NH2:1][C:2]1[C:9]([OH:10])=[CH:8][C:7]([S:12][CH:13]([CH3:15])[CH3:14])=[CH:6][C:3]=1[C:4]#[N:5]. The yield is 0.690. (4) The catalyst is CN(C=O)C.CCOC(C)=O. The product is [CH3:71][O:70][C:67]1[CH:66]=[CH:65][C:64]([CH2:63][N:52]2[C:48]3=[N:49][CH:50]=[CH:51][C:46]([O:45][C:44]4[CH:72]=[CH:73][C:41]([NH:40][C:26]([CH:21]5[CH2:22][CH2:23][CH2:24][CH2:25][N:19]([C:16]6[CH:15]=[CH:14][C:13]([F:12])=[CH:18][CH:17]=6)[C:20]5=[O:29])=[O:28])=[CH:42][C:43]=4[F:74])=[C:47]3[C:54]([NH:55][CH:56]3[CH2:61][CH2:60][N:59]([CH3:62])[CH2:58][CH2:57]3)=[N:53]2)=[CH:69][CH:68]=1. The yield is 0.670. The reactants are CCN=C=NCCCN(C)C.[F:12][C:13]1[CH:18]=[CH:17][C:16]([N:19]2[CH2:25][CH2:24][CH2:23][CH2:22][CH:21]([C:26]([OH:28])=O)[C:20]2=[O:29])=[CH:15][CH:14]=1.C1C=CC2N(O)N=NC=2C=1.[NH2:40][C:41]1[CH:73]=[CH:72][C:44]([O:45][C:46]2[CH:51]=[CH:50][N:49]=[C:48]3[N:52]([CH2:63][C:64]4[CH:69]=[CH:68][C:67]([O:70][CH3:71])=[CH:66][CH:65]=4)[N:53]=[C:54]([NH:55][CH:56]4[CH2:61][CH2:60][N:59]([CH3:62])[CH2:58][CH2:57]4)[C:47]=23)=[C:43]([F:74])[CH:42]=1.C(N(CC)CC)C. (5) The reactants are [NH:1]1[C:5]2=[N:6][CH:7]=[C:8]([C:10]#[N:11])[CH:9]=[C:4]2[CH:3]=[CH:2]1.Cl.[CH3:13][NH:14][CH3:15].[CH2:16]=O. The catalyst is C(O)(C)C. The product is [CH3:13][N:14]([CH2:16][C:3]1[C:4]2[C:5](=[N:6][CH:7]=[C:8]([C:10]#[N:11])[CH:9]=2)[NH:1][CH:2]=1)[CH3:15]. The yield is 0.480. (6) The reactants are Cl[C:2]1[N:7]=[C:6]([CH2:8][O:9][CH2:10][C:11]2([C:24]3[CH:29]=[CH:28][CH:27]=[CH:26][CH:25]=3)[CH2:16][CH2:15][N:14](C(OC(C)(C)C)=O)[CH2:13][CH2:12]2)[CH:5]=[C:4]([C:30]([F:33])([F:32])[F:31])[CH:3]=1.[CH3:34][O:35][C:36]1[CH:41]=[CH:40][C:39](B(O)O)=[CH:38][CH:37]=1. The catalyst is O1CCCC1.C1C=CC([P]([Pd]([P](C2C=CC=CC=2)(C2C=CC=CC=2)C2C=CC=CC=2)([P](C2C=CC=CC=2)(C2C=CC=CC=2)C2C=CC=CC=2)[P](C2C=CC=CC=2)(C2C=CC=CC=2)C2C=CC=CC=2)(C2C=CC=CC=2)C2C=CC=CC=2)=CC=1. The product is [CH3:34][O:35][C:36]1[CH:41]=[CH:40][C:39]([C:2]2[CH:3]=[C:4]([C:30]([F:33])([F:32])[F:31])[CH:5]=[C:6]([CH2:8][O:9][CH2:10][C:11]3([C:24]4[CH:29]=[CH:28][CH:27]=[CH:26][CH:25]=4)[CH2:16][CH2:15][NH:14][CH2:13][CH2:12]3)[N:7]=2)=[CH:38][CH:37]=1. The yield is 0.340. (7) The reactants are [NH2:1][C:2]([CH2:4][C:5]1[C:14]2[C:9](=[CH:10][C:11]([OH:15])=[CH:12][CH:13]=2)[O:8][C:7](=[O:16])[CH:6]=1)=[O:3].[Cl:17][C:18]1[CH:19]=[C:20]([CH:23]=[CH:24][CH:25]=1)[CH2:21]O.N(C(N1CCCCC1)=O)=NC(N1CCCCC1)=O.C1(P(C2C=CC=CC=2)C2C=CC=CC=2)C=CC=CC=1. The catalyst is C1COCC1. The product is [NH2:1][C:2]([CH2:4][C:5]1[C:14]2[C:9](=[CH:10][C:11]([O:15][CH2:21][C:20]3[CH:23]=[CH:24][CH:25]=[C:18]([Cl:17])[CH:19]=3)=[CH:12][CH:13]=2)[O:8][C:7](=[O:16])[CH:6]=1)=[O:3]. The yield is 0.380. (8) The reactants are C([O:8][C:9]1[CH:10]=[C:11]([CH:36]=[CH:37][CH:38]=1)[C:12]([NH:14][C:15]1[CH:16]=[N:17][C:18]([N:21]2[C:25]([C:26]([F:29])([F:28])[F:27])=[CH:24][C:23]([C:30]3[CH:31]=[N:32][CH:33]=[CH:34][CH:35]=3)=[N:22]2)=[CH:19][CH:20]=1)=[O:13])C1C=CC=CC=1. The catalyst is C(O)C.[Pd]. The product is [OH:8][C:9]1[CH:10]=[C:11]([CH:36]=[CH:37][CH:38]=1)[C:12]([NH:14][C:15]1[CH:16]=[N:17][C:18]([N:21]2[C:25]([C:26]([F:28])([F:27])[F:29])=[CH:24][C:23]([C:30]3[CH:31]=[N:32][CH:33]=[CH:34][CH:35]=3)=[N:22]2)=[CH:19][CH:20]=1)=[O:13]. The yield is 0.920. (9) The reactants are [CH:1]1([C:4]2[CH:9]=[CH:8][C:7]([CH2:10][C:11]([O:13]C)=[O:12])=[CH:6][CH:5]=2)[CH2:3][CH2:2]1.O.[OH-].[Li+].Cl. The catalyst is C1COCC1.CO.O. The product is [CH:1]1([C:4]2[CH:9]=[CH:8][C:7]([CH2:10][C:11]([OH:13])=[O:12])=[CH:6][CH:5]=2)[CH2:2][CH2:3]1. The yield is 0.980. (10) The reactants are [Cl-].[Al+3].[Cl-].[Cl-].[NH:5]1[C:13]2[C:8](=[CH:9][CH:10]=[CH:11][CH:12]=2)[CH2:7][C:6]1=[O:14].[Cl:15][CH2:16][C:17](Cl)=[O:18]. The catalyst is C(=S)=S. The product is [Cl:15][CH2:16][C:17]([C:10]1[CH:9]=[C:8]2[C:13](=[CH:12][CH:11]=1)[NH:5][C:6](=[O:14])[CH2:7]2)=[O:18]. The yield is 0.900.